This data is from Forward reaction prediction with 1.9M reactions from USPTO patents (1976-2016). The task is: Predict the product of the given reaction. (1) Given the reactants [CH3:1][O:2][C:3]1[CH:8]=[C:7]([O:9][CH3:10])[N:6]=[C:5]([N:11]2[C:16](=[O:17])[NH:15][C:14]3[CH:18]=[CH:19][CH:20]=[CH:21][C:13]=3[S:12]2(=[O:23])=[O:22])[CH:4]=1.[F:24][C:25]1[CH:32]=[C:31]([O:33][CH3:34])[CH:30]=[C:29]([F:35])[C:26]=1[CH2:27]Br.C([O-])([O-])=O.[K+].[K+].COC1C(C)=CC(N2C(=O)N(CC3C(F)=CC(F)=CC=3F)C3C=CC=CC=3S2(=O)=O)=CC=1C, predict the reaction product. The product is: [F:24][C:25]1[CH:32]=[C:31]([O:33][CH3:34])[CH:30]=[C:29]([F:35])[C:26]=1[CH2:27][N:15]1[C:14]2[CH:18]=[CH:19][CH:20]=[CH:21][C:13]=2[S:12](=[O:22])(=[O:23])[N:11]([C:5]2[CH:4]=[C:3]([O:2][CH3:1])[CH:8]=[C:7]([O:9][CH3:10])[N:6]=2)[C:16]1=[O:17]. (2) Given the reactants [C:1]1([C@@H:7]([NH:9][C:10]([C:12]2[NH:13][C:14]([C:17]([C:19]3[C:20](Cl)=[N:21][CH:22]=[CH:23][CH:24]=3)=O)=[CH:15][CH:16]=2)=[O:11])[CH3:8])[CH:6]=[CH:5][CH:4]=[CH:3][CH:2]=1.O.[NH2:27][NH2:28], predict the reaction product. The product is: [C:1]1([C@@H:7]([NH:9][C:10]([C:12]2[NH:13][C:14]([C:17]3[C:19]4[C:20](=[N:21][CH:22]=[CH:23][CH:24]=4)[NH:28][N:27]=3)=[CH:15][CH:16]=2)=[O:11])[CH3:8])[CH:6]=[CH:5][CH:4]=[CH:3][CH:2]=1. (3) Given the reactants [Cl:1][C:2]1[CH:3]=[C:4]2[C:8](=[CH:9][CH:10]=1)[NH:7][C:6]([C:11]([OH:13])=O)=[CH:5]2.C[O:15][C:16](=[O:37])[CH2:17][CH2:18][C:19]1[CH:24]=[CH:23][C:22]([O:25][C:26]2[CH:31]=[C:30]([F:32])[CH:29]=[C:28]([CH:33]([NH2:35])[CH3:34])[CH:27]=2)=[CH:21][C:20]=1[CH3:36], predict the reaction product. The product is: [Cl:1][C:2]1[CH:3]=[C:4]2[C:8](=[CH:9][CH:10]=1)[NH:7][C:6]([C:11]([NH:35][CH:33]([C:28]1[CH:27]=[C:26]([CH:31]=[C:30]([F:32])[CH:29]=1)[O:25][C:22]1[CH:23]=[CH:24][C:19]([CH2:18][CH2:17][C:16]([OH:37])=[O:15])=[C:20]([CH3:36])[CH:21]=1)[CH3:34])=[O:13])=[CH:5]2.